This data is from Reaction yield outcomes from USPTO patents with 853,638 reactions. The task is: Predict the reaction yield, written as a fraction of the theoretical maximum amount of product (1.0 means a 100% yield; for example, 0.34 means a 34% yield). (1) The reactants are [NH2:1][C:2]1[N:3]=[C:4]([N:19]2[CH2:24][CH2:23][N:22]([C:25](=[O:29])[CH:26](Cl)[CH3:27])[CH2:21][CH2:20]2)[C:5]2[N:11]=[C:10]([C:12]3[CH:17]=[CH:16][C:15]([F:18])=[CH:14][CH:13]=3)[CH:9]=[CH:8][C:6]=2[N:7]=1.[Cl:30][C:31]1[CH:36]=[CH:35][C:34]([OH:37])=[CH:33][CH:32]=1.C(=O)([O-])[O-].[K+].[K+]. The catalyst is CC(C)=O. The product is [NH2:1][C:2]1[N:3]=[C:4]([N:19]2[CH2:24][CH2:23][N:22]([C:25](=[O:29])[CH:26]([O:37][C:34]3[CH:35]=[CH:36][C:31]([Cl:30])=[CH:32][CH:33]=3)[CH3:27])[CH2:21][CH2:20]2)[C:5]2[N:11]=[C:10]([C:12]3[CH:17]=[CH:16][C:15]([F:18])=[CH:14][CH:13]=3)[CH:9]=[CH:8][C:6]=2[N:7]=1. The yield is 0.460. (2) The reactants are [NH2:1][C:2]([C:4]1[CH:5]=[CH:6][C:7](OC2C=C(C)C=C(C)C=2)=[C:8](S(N2CCN(C(OC(C)(C)C)=O)CC2)(=O)=O)[CH:9]=1)=[O:3].[ClH:35]. The catalyst is O1CCOCC1. The product is [ClH:35].[C:2]([NH2:1])(=[O:3])[C:4]1[CH:5]=[CH:6][CH:7]=[CH:8][CH:9]=1. The yield is 0.948. (3) The reactants are [Cl:1][C:2]1[C:16]([N:17]2[CH2:21][CH2:20][CH2:19][CH2:18]2)=[CH:15][C:5]2[N:6]([CH2:9][O:10][CH2:11][CH2:12][O:13][CH3:14])[CH:7]=[N:8][C:4]=2[CH:3]=1.C([N-]C(C)C)(C)C.[Li+].[Cl:30]N1C(=O)CCC1=O.[NH4+].[Cl-]. The catalyst is C1COCC1. The product is [Cl:30][C:7]1[N:6]([CH2:9][O:10][CH2:11][CH2:12][O:13][CH3:14])[C:5]2[CH:15]=[C:16]([N:17]3[CH2:21][CH2:20][CH2:19][CH2:18]3)[C:2]([Cl:1])=[CH:3][C:4]=2[N:8]=1. The yield is 0.710.